Dataset: Full USPTO retrosynthesis dataset with 1.9M reactions from patents (1976-2016). Task: Predict the reactants needed to synthesize the given product. (1) Given the product [CH3:38][O:37][C:35](=[O:36])[CH2:34][CH2:33][CH2:32][O:30][C:26]1[CH:25]=[C:24]([C:21]2[CH:22]=[CH:23][C:18]([O:17][CH2:16][C:11]3[N:12]([CH2:14][CH3:15])[CH:13]=[C:9]([C:3]4[CH:4]=[CH:5][C:6]([Cl:8])=[CH:7][C:2]=4[Cl:1])[N:10]=3)=[CH:19][CH:20]=2)[CH:29]=[CH:28][CH:27]=1, predict the reactants needed to synthesize it. The reactants are: [Cl:1][C:2]1[CH:7]=[C:6]([Cl:8])[CH:5]=[CH:4][C:3]=1[C:9]1[N:10]=[C:11]([CH2:16][O:17][C:18]2[CH:23]=[CH:22][C:21]([C:24]3[CH:29]=[CH:28][CH:27]=[C:26]([OH:30])[CH:25]=3)=[CH:20][CH:19]=2)[N:12]([CH2:14][CH3:15])[CH:13]=1.Br[CH2:32][CH2:33][CH2:34][C:35]([O:37][CH3:38])=[O:36]. (2) Given the product [ClH:34].[F:3][C:4]1[CH:9]=[CH:8][C:7]([F:10])=[CH:6][C:5]=1[C@H:11]1[CH2:15][CH2:14][CH2:13][N:12]1[C:16]1[CH:17]=[CH:18][C:19]2[N:20]([C:22]([NH:25][C:26]([N:28]3[CH2:32][CH2:31][C@H:30]([OH:33])[CH2:29]3)=[O:27])=[CH:23][N:24]=2)[N:21]=1, predict the reactants needed to synthesize it. The reactants are: CO.[F:3][C:4]1[CH:9]=[CH:8][C:7]([F:10])=[CH:6][C:5]=1[C@H:11]1[CH2:15][CH2:14][CH2:13][N:12]1[C:16]1[CH:17]=[CH:18][C:19]2[N:20]([C:22]([NH:25][C:26]([N:28]3[CH2:32][CH2:31][C@H:30]([OH:33])[CH2:29]3)=[O:27])=[CH:23][N:24]=2)[N:21]=1.[ClH:34]. (3) Given the product [CH2:27]([N:4]([CH2:1][CH2:2][CH3:3])[CH2:5][CH2:6][CH2:7][CH2:8][NH:9][C:10]([NH:12][C:13]1[CH:14]=[CH:15][C:16]([CH2:19][N:20]([CH2:21][C:22]2[NH:26][CH:25]=[CH:24][N:23]=2)[CH2:36][C:32]2[N:31]([CH3:30])[CH:35]=[CH:34][N:33]=2)=[CH:17][CH:18]=1)=[S:11])[CH2:28][CH3:29], predict the reactants needed to synthesize it. The reactants are: [CH2:1]([N:4]([CH2:27][CH2:28][CH3:29])[CH2:5][CH2:6][CH2:7][CH2:8][NH:9][C:10]([NH:12][C:13]1[CH:18]=[CH:17][C:16]([CH2:19][NH:20][CH2:21][C:22]2[NH:23][CH:24]=[CH:25][N:26]=2)=[CH:15][CH:14]=1)=[S:11])[CH2:2][CH3:3].[CH3:30][N:31]1[CH:35]=[CH:34][N:33]=[C:32]1[CH:36]=O.C([BH3-])#N.[Na+].C(O)(=O)C. (4) Given the product [C:1]([N:4]1[C:13]2[C:8](=[CH:9][C:10]([C:14]([NH:41][CH3:45])=[O:15])=[CH:11][CH:12]=2)[CH:7]([NH2:33])[CH:6]([CH3:28])[CH:5]1[CH:29]1[CH2:31][CH2:30]1)(=[O:3])[CH3:2], predict the reactants needed to synthesize it. The reactants are: [C:1]([N:4]1[C:13]2[C:8](=[CH:9][C:10]([C:14](Cl)=[O:15])=[CH:11][CH:12]=2)[C@H:7](NC(=O)OCC2C=CC=CC=2)[C@@H:6]([CH3:28])[C@@H:5]1[CH:29]1[CH2:31][CH2:30]1)(=[O:3])[CH3:2].C[NH2:33].C1COCC1.CC[N:41]([CH:45](C)C)C(C)C. (5) Given the product [Cl:13][C:14]1[N:22]=[CH:21][N:20]=[C:19]2[C:15]=1[N:16]=[C:17]([I:25])[N:18]2[CH2:23][CH3:24], predict the reactants needed to synthesize it. The reactants are: C(NC(C)C)(C)C.[Li]CCCC.[Cl:13][C:14]1[N:22]=[CH:21][N:20]=[C:19]2[C:15]=1[N:16]=[CH:17][N:18]2[CH2:23][CH3:24].[I:25]I. (6) Given the product [F:13][C:14]1[CH:15]=[C:16]([NH:17][C:2]2[CH:7]=[C:6]([F:8])[CH:5]=[C:4]([F:9])[C:3]=2[N+:10]([O-:12])=[O:11])[CH:18]=[C:19]([F:21])[CH:20]=1, predict the reactants needed to synthesize it. The reactants are: F[C:2]1[CH:7]=[C:6]([F:8])[CH:5]=[C:4]([F:9])[C:3]=1[N+:10]([O-:12])=[O:11].[F:13][C:14]1[CH:15]=[C:16]([CH:18]=[C:19]([F:21])[CH:20]=1)[NH2:17].CC(C)([O-])C.[K+].O. (7) The reactants are: C(OC(=O)[NH:7][C:8]1[CH:13]=[C:12]([C:14]([F:17])([F:16])[F:15])[CH:11]=[C:10]([NH:18][C:19](=[O:41])[CH2:20][C:21](=[O:40])[NH:22][C@@H:23]([CH2:29][NH:30][CH2:31][C:32]2[CH:37]=[CH:36][C:35]([CH3:38])=[CH:34][C:33]=2[CH3:39])[C@@H:24]([OH:28])[CH2:25][CH2:26][CH3:27])[CH:9]=1)(C)(C)C.C(O)(C(F)(F)F)=O. Given the product [NH2:7][C:8]1[CH:9]=[C:10]([NH:18][C:19](=[O:41])[CH2:20][C:21]([NH:22][C@@H:23]([CH2:29][NH:30][CH2:31][C:32]2[CH:37]=[CH:36][C:35]([CH3:38])=[CH:34][C:33]=2[CH3:39])[C@@H:24]([OH:28])[CH2:25][CH2:26][CH3:27])=[O:40])[CH:11]=[C:12]([C:14]([F:17])([F:16])[F:15])[CH:13]=1, predict the reactants needed to synthesize it. (8) Given the product [N:11]1[C:10]2[NH:14][CH:15]=[CH:16][C:9]=2[C:8]([C:7]2[C:2]([NH:29][C:23]3[C:22]4[CH:21]=[CH:20][N:19]=[C:18]([Cl:17])[C:27]=4[CH:26]=[CH:25][C:24]=3[CH3:28])=[N:3][CH:4]=[CH:5][CH:6]=2)=[N:13][CH:12]=1, predict the reactants needed to synthesize it. The reactants are: F[C:2]1[C:7]([C:8]2[C:9]3[CH:16]=[CH:15][NH:14][C:10]=3[N:11]=[CH:12][N:13]=2)=[CH:6][CH:5]=[CH:4][N:3]=1.[Cl:17][C:18]1[C:27]2[CH:26]=[CH:25][C:24]([CH3:28])=[C:23]([NH2:29])[C:22]=2[CH:21]=[CH:20][N:19]=1.C[Si]([N-][Si](C)(C)C)(C)C.[Li+].